From a dataset of Full USPTO retrosynthesis dataset with 1.9M reactions from patents (1976-2016). Predict the reactants needed to synthesize the given product. (1) Given the product [CH3:14][O:13][C:10]1[CH:11]=[CH:12][C:6]2[O:5][CH2:4][CH:3]([CH2:2][C:15]#[N:16])[O:8][C:7]=2[CH:9]=1, predict the reactants needed to synthesize it. The reactants are: I[CH2:2][CH:3]1[O:8][C:7]2[CH:9]=[C:10]([O:13][CH3:14])[CH:11]=[CH:12][C:6]=2[O:5][CH2:4]1.[C-:15]#[N:16].[K+].C(=O)([O-])O.[Na+]. (2) Given the product [C:2]([NH:5][C:6]1[S:7][CH:8]=[C:9]([CH:11]=[CH:37][C:39]2[S:43][C:42]([C:44]([OH:46])=[O:45])=[CH:41][CH:40]=2)[N:10]=1)(=[O:4])[CH3:3], predict the reactants needed to synthesize it. The reactants are: [Cl-].[C:2]([NH:5][C:6]1[S:7][CH:8]=[C:9]([CH2:11][P+](C2C=CC=CC=2)(C2C=CC=CC=2)C2C=CC=CC=2)[N:10]=1)(=[O:4])[CH3:3].CC(C)([O-])C.[K+].[CH:37]([C:39]1[S:43][C:42]([C:44]([OH:46])=[O:45])=[CH:41][CH:40]=1)=O.O.